The task is: Predict the product of the given reaction.. This data is from Forward reaction prediction with 1.9M reactions from USPTO patents (1976-2016). (1) Given the reactants [Cl:1][C:2]1[CH:7]=[CH:6][C:5]([OH:8])=[C:4]([C:9]2[N:14]=[C:13](Cl)[CH:12]=[CH:11][N:10]=2)[CH:3]=1.[NH2:16][C@H:17]([CH2:21][CH3:22])[C:18]([NH2:20])=[O:19], predict the reaction product. The product is: [Cl:1][C:2]1[CH:7]=[CH:6][C:5]([OH:8])=[C:4]([C:9]2[N:14]=[C:13]([NH:16][C@H:17]([CH2:21][CH3:22])[C:18]([NH2:20])=[O:19])[CH:12]=[CH:11][N:10]=2)[CH:3]=1. (2) The product is: [CH:60]1([CH2:59][NH:58][C:56](=[O:57])[C:55]2[CH:63]=[C:51]([C:2]3[CH:3]=[C:4]4[C:8](=[CH:9][CH:10]=3)[N:7]([CH:11]3[CH2:16][CH2:15][CH2:14][CH2:13][O:12]3)[N:6]=[C:5]4[CH:17]=[O:18])[CH:52]=[N:53][CH:54]=2)[CH2:62][CH2:61]1. Given the reactants I[C:2]1[CH:3]=[C:4]2[C:8](=[CH:9][CH:10]=1)[N:7]([CH:11]1[CH2:16][CH2:15][CH2:14][CH2:13][O:12]1)[N:6]=[C:5]2[CH:17]=[O:18].B1(B2OC(C)(C)C(C)(C)O2)OC(C)(C)C(C)(C)O1.CC([O-])=O.[K+].[O-]P([O-])([O-])=O.[K+].[K+].[K+].Br[C:51]1[CH:52]=[N:53][CH:54]=[C:55]([CH:63]=1)[C:56]([NH:58][CH2:59][CH:60]1[CH2:62][CH2:61]1)=[O:57], predict the reaction product. (3) Given the reactants [Cl:1][C:2]1[CH:13]=[CH:12][C:5]([CH2:6][CH:7]([C:10]#[N:11])[C:8]#[N:9])=[CH:4][CH:3]=1.[H-].[Na+].[H][H].[CH2:18](Br)[CH:19]=[CH2:20].Cl, predict the reaction product. The product is: [CH2:20]([C:7]([CH2:6][C:5]1[CH:4]=[CH:3][C:2]([Cl:1])=[CH:13][CH:12]=1)([C:8]#[N:9])[C:10]#[N:11])[CH:19]=[CH2:18]. (4) Given the reactants [NH2:1][C:2]1[CH:6]=[CH:5][S:4][C:3]=1[C:7]([O:9][CH3:10])=[O:8].[Cl:11][C:12]1[CH:17]=[C:16]([F:18])[CH:15]=[CH:14][C:13]=1[S:19](Cl)(=[O:21])=[O:20].N1C=CC=CC=1, predict the reaction product. The product is: [Cl:11][C:12]1[CH:17]=[C:16]([F:18])[CH:15]=[CH:14][C:13]=1[S:19]([NH:1][C:2]1[CH:6]=[CH:5][S:4][C:3]=1[C:7]([O:9][CH3:10])=[O:8])(=[O:21])=[O:20].